The task is: Binary Classification. Given a drug SMILES string, predict its activity (active/inactive) in a high-throughput screening assay against a specified biological target.. This data is from HIV replication inhibition screening data with 41,000+ compounds from the AIDS Antiviral Screen. (1) The drug is NN=C1c2ccccc2-c2nc3c(N)nnc(N)c3nc21. The result is 0 (inactive). (2) The drug is O=C1Oc2ccccc2C2C1C1C(=O)Oc3ccccc3C12. The result is 0 (inactive).